This data is from Retrosynthesis with 50K atom-mapped reactions and 10 reaction types from USPTO. The task is: Predict the reactants needed to synthesize the given product. (1) Given the product COc1ccc(-c2ccc3c(c2)COC3=O)c(OC)c1OCC1(CO)COC1, predict the reactants needed to synthesize it. The reactants are: COc1ccc(-c2ccc3c(c2)COC3=O)c(OC)c1O.OCC1(CBr)COC1. (2) Given the product COC(=O)c1cc(-c2ncccc2[N+](=O)[O-])ccc1Cl, predict the reactants needed to synthesize it. The reactants are: COC(=O)c1cc(B(O)O)ccc1Cl.O=[N+]([O-])c1cccnc1Br. (3) Given the product O=C(NCC(=O)N1CCC(Oc2ccccc2Br)CC1)c1ccc(-c2ccccc2)cc1, predict the reactants needed to synthesize it. The reactants are: Brc1ccccc1OC1CCNCC1.O=C(O)CNC(=O)c1ccc(-c2ccccc2)cc1. (4) Given the product CCCCCCC1OC1(C(N)=O)C(=O)OCC, predict the reactants needed to synthesize it. The reactants are: CCCCCCC1OC1(C(=O)OCC)C(=O)OCC.N. (5) The reactants are: Cc1ccn(-c2cc(Br)ccc2[C@@H](O)C(F)(F)F)n1.Nc1nc(Cl)cc(Cl)n1. Given the product Cc1ccn(-c2cc(Br)ccc2[C@@H](Oc2cc(Cl)nc(N)n2)C(F)(F)F)n1, predict the reactants needed to synthesize it. (6) Given the product CC(F)(F)c1ccc(CO)cn1, predict the reactants needed to synthesize it. The reactants are: CC(F)(F)c1ccc(C(=O)OCc2ccccc2)cn1. (7) Given the product N#CCOc1ccccc1Nc1nc(Cl)ncc1Cl, predict the reactants needed to synthesize it. The reactants are: Clc1ncc(Cl)c(Cl)n1.N#CCOc1ccccc1N. (8) Given the product CC(C)[Si](O[C@@H]1CC[C@@H](c2cc(F)cc(F)c2)[C@H](O)c2cccnc21)(C(C)C)C(C)C, predict the reactants needed to synthesize it. The reactants are: CC(C)[Si](O[C@@H]1CC[C@@H](c2cc(F)cc(F)c2)C(=O)c2cccnc21)(C(C)C)C(C)C.